From a dataset of Full USPTO retrosynthesis dataset with 1.9M reactions from patents (1976-2016). Predict the reactants needed to synthesize the given product. (1) Given the product [OH:5][CH2:4][C:6]1[CH:35]=[CH:34][CH:33]=[CH:32][C:7]=1[O:8][CH:9]1[CH2:14][CH2:13][N:12]([C:15](=[O:31])[CH2:16][NH:17][C:18]([C:20]2[CH:24]=[C:23]([C:25]3[CH:30]=[CH:29][CH:28]=[CH:27][CH:26]=3)[NH:22][N:21]=2)=[O:19])[CH2:11][CH2:10]1, predict the reactants needed to synthesize it. The reactants are: Cl.NO.[CH:4]([C:6]1[CH:35]=[CH:34][CH:33]=[CH:32][C:7]=1[O:8][CH:9]1[CH2:14][CH2:13][N:12]([C:15](=[O:31])[CH2:16][NH:17][C:18]([C:20]2[CH:24]=[C:23]([C:25]3[CH:30]=[CH:29][CH:28]=[CH:27][CH:26]=3)[NH:22][N:21]=2)=[O:19])[CH2:11][CH2:10]1)=[O:5].C([O-])(=O)C.[Na+]. (2) The reactants are: COC1C=C[C:6]([CH2:7][NH:8][C:9]2[S:10][C:11]([C:15]3[CH:20]=[CH:19][N:18]=[C:17]([N:21]4[CH2:26][CH2:25][O:24][CH2:23][CH2:22]4)[N:16]=3)=[C:12]([CH3:14])[N:13]=2)=CC=1.FC(F)(F)C(O)=[O:32].O. Given the product [CH3:14][C:12]1[N:13]=[C:9]([NH:8][C:7](=[O:32])[CH3:6])[S:10][C:11]=1[C:15]1[CH:20]=[CH:19][N:18]=[C:17]([N:21]2[CH2:26][CH2:25][O:24][CH2:23][CH2:22]2)[N:16]=1, predict the reactants needed to synthesize it. (3) Given the product [F:1][C:2]1[CH:3]=[C:4]([C:10](=[O:13])[CH2:11][CH3:12])[CH:5]=[CH:6][C:7]=1[OH:8], predict the reactants needed to synthesize it. The reactants are: [F:1][C:2]1[CH:3]=[C:4]([C:10](=[O:13])[CH2:11][CH3:12])[CH:5]=[CH:6][C:7]=1[O:8]C.C([O-])([O-])=O.[Na+].[Na+]. (4) Given the product [CH3:1][O:2][C:3](=[O:13])[C:4]1[CH:9]=[CH:8][C:7]([CH2:10][OH:11])=[CH:6][C:5]=1[NH:12][C:14](=[O:16])[CH3:15], predict the reactants needed to synthesize it. The reactants are: [CH3:1][O:2][C:3](=[O:13])[C:4]1[CH:9]=[CH:8][C:7]([CH2:10][OH:11])=[CH:6][C:5]=1[NH2:12].[C:14](Cl)(=[O:16])[CH3:15]. (5) Given the product [NH2:5][C:4]1[C:3]2[C:2](=[CH:9][CH:8]=[CH:7][C:6]=2[O:10][CH:11]2[CH2:12][CH2:13][CH2:14][CH2:15]2)[N:1]=[C:17]([CH3:24])[C:18]=1[C:19]([O:21][CH2:22][CH3:23])=[O:20], predict the reactants needed to synthesize it. The reactants are: [NH2:1][C:2]1[CH:9]=[CH:8][CH:7]=[C:6]([O:10][CH:11]2[CH2:15][CH2:14][CH2:13][CH2:12]2)[C:3]=1[C:4]#[N:5].O=[C:17]([CH3:24])[CH2:18][C:19]([O:21][CH2:22][CH3:23])=[O:20]. (6) Given the product [C:9]([O:13][C:14]([NH:1][CH2:2][CH2:3][CH2:4][CH2:5][C:6]([OH:8])=[O:7])=[O:15])([CH3:12])([CH3:11])[CH3:10], predict the reactants needed to synthesize it. The reactants are: [NH2:1][CH2:2][CH2:3][CH2:4][CH2:5][C:6]([OH:8])=[O:7].[C:9]([O:13][C:14](O[C:14]([O:13][C:9]([CH3:12])([CH3:11])[CH3:10])=[O:15])=[O:15])([CH3:12])([CH3:11])[CH3:10].Cl. (7) Given the product [CH3:1][C:2]1[CH:3]=[CH:4][C:5]([S:8]([O:11][CH2:12][C@H:13]([F:27])[CH2:14][CH2:15][C:28]#[N:29])(=[O:9])=[O:10])=[CH:6][CH:7]=1, predict the reactants needed to synthesize it. The reactants are: [CH3:1][C:2]1[CH:7]=[CH:6][C:5]([S:8]([O:11][CH2:12][C@H:13]([F:27])[CH2:14][CH2:15]OS(C2C=CC(C)=CC=2)(=O)=O)(=[O:10])=[O:9])=[CH:4][CH:3]=1.[C-:28]#[N:29].[K+]. (8) Given the product [O:1]=[C:2]1[C:7]([C:8]([OH:10])=[O:9])=[CH:6][CH:5]=[CH:4][N:3]1[CH:12]([C:14]1[CH:19]=[CH:18][CH:17]=[CH:16][CH:15]=1)[CH3:13], predict the reactants needed to synthesize it. The reactants are: [O:1]=[C:2]1[C:7]([C:8]([O:10]C)=[O:9])=[CH:6][CH:5]=[CH:4][N:3]1[CH:12]([C:14]1[CH:19]=[CH:18][CH:17]=[CH:16][CH:15]=1)[CH3:13].[OH-].[Na+]. (9) Given the product [C:1]([O:4][CH2:5][CH:6]([CH2:27][O:28][C:29](=[O:31])[CH3:30])[CH2:7][CH2:8][N:9]1[CH:17]=[N:16][C:15]2[C:10]1=[N:11][C:12]([NH2:26])=[N:13][CH:14]=2)(=[O:3])[CH3:2], predict the reactants needed to synthesize it. The reactants are: [C:1]([O:4][CH2:5][CH:6]([CH2:27][O:28][C:29](=[O:31])[CH3:30])[CH2:7][CH2:8][N:9]1[CH:17]=[N:16][C:15]2[C:10]1=[N:11][C:12]([NH2:26])=[N:13][C:14]=2SC1C=CC(C)=CC=1)(=[O:3])[CH3:2].